Dataset: Full USPTO retrosynthesis dataset with 1.9M reactions from patents (1976-2016). Task: Predict the reactants needed to synthesize the given product. (1) Given the product [Br:1][C:2]1[CH:3]=[C:4]([S:8][CH2:14][CH:15]([CH2:18][CH3:19])[CH2:16][CH3:17])[CH:5]=[CH:6][CH:7]=1, predict the reactants needed to synthesize it. The reactants are: [Br:1][C:2]1[CH:3]=[C:4]([SH:8])[CH:5]=[CH:6][CH:7]=1.CS(O[CH2:14][CH:15]([CH2:18][CH3:19])[CH2:16][CH3:17])(=O)=O. (2) Given the product [F:1][C:2]1[C:3]([NH:17][CH2:18][O:19][C:22](=[O:23])[C:21]([CH3:26])([CH3:25])[CH3:20])=[N:4][C:5]([O:8][CH2:9][C:10]2[CH:11]=[CH:12][C:13]([F:16])=[CH:14][CH:15]=2)=[N:6][CH:7]=1, predict the reactants needed to synthesize it. The reactants are: [F:1][C:2]1[C:3]([NH:17][CH2:18][OH:19])=[N:4][C:5]([O:8][CH2:9][C:10]2[CH:15]=[CH:14][C:13]([F:16])=[CH:12][CH:11]=2)=[N:6][CH:7]=1.[CH3:20][C:21]([CH3:26])([CH3:25])[C:22](Cl)=[O:23].